Dataset: Forward reaction prediction with 1.9M reactions from USPTO patents (1976-2016). Task: Predict the product of the given reaction. (1) Given the reactants N[C@H]([C:5](O)=[O:6])C[SeH].[Li]CCCC.[Si]([O:20][C:21]1[CH:26]=[C:25]([F:27])[CH:24]=[C:23]([F:28])[CH:22]=1)(C(C)(C)C)(C)C.CN(CCN(C)C)C.CN(C=O)C.Cl, predict the reaction product. The product is: [OH:20][C:21]1[CH:22]=[C:23]([F:28])[C:24]([CH:5]=[O:6])=[C:25]([F:27])[CH:26]=1. (2) The product is: [Cl:1][C:2]1[CH:3]=[C:4]([NH:9][C:10]2[C:11]3[C:18](=[CH:28][C:23]4[NH:24][C:25]([CH3:27])=[CH:26][C:22]=4[CH3:21])[C:17](=[O:19])[N:16]([CH3:20])[C:12]=3[N:13]=[CH:14][N:15]=2)[CH:5]=[CH:6][C:7]=1[F:8]. Given the reactants [Cl:1][C:2]1[CH:3]=[C:4]([NH:9][C:10]2[C:11]3[CH2:18][C:17](=[O:19])[N:16]([CH3:20])[C:12]=3[N:13]=[CH:14][N:15]=2)[CH:5]=[CH:6][C:7]=1[F:8].[CH3:21][C:22]1[CH:26]=[C:25]([CH3:27])[NH:24][C:23]=1[CH:28]=O, predict the reaction product. (3) The product is: [N:27]1[CH:28]=[CH:29][CH:30]=[CH:31][C:26]=1[C:24]1[O:25][C:19]2[CH2:20][CH2:21][N:16]([C:14]([O:13][CH2:6][C:7]3[CH:12]=[CH:11][CH:10]=[CH:9][CH:8]=3)=[O:15])[CH2:17][C:18]=2[N:23]=1. Given the reactants O=P(Cl)(Cl)Cl.[CH2:6]([O:13][C:14]([N:16]1[CH2:21][CH2:20][C:19](=O)[CH:18]([NH:23][C:24]([C:26]2[CH:31]=[CH:30][CH:29]=[CH:28][N:27]=2)=[O:25])[CH2:17]1)=[O:15])[C:7]1[CH:12]=[CH:11][CH:10]=[CH:9][CH:8]=1, predict the reaction product.